The task is: Predict the product of the given reaction.. This data is from Forward reaction prediction with 1.9M reactions from USPTO patents (1976-2016). (1) The product is: [Br:1][C:2]1[N:7]=[C:6]([C:8]([NH2:19])=[O:9])[C:5]([NH:12][CH2:13][C:14]([F:17])([F:16])[F:15])=[CH:4][C:3]=1[F:18]. Given the reactants [Br:1][C:2]1[N:7]=[C:6]([C:8](OC)=[O:9])[C:5]([NH:12][CH2:13][C:14]([F:17])([F:16])[F:15])=[CH:4][C:3]=1[F:18].[NH3:19], predict the reaction product. (2) Given the reactants [O:1]1[CH:5]=[CH:4][CH:3]=[C:2]1[C:6]1[O:7][C:8]([CH3:36])=[C:9]([CH2:11][O:12][C:13]2[CH:33]=[CH:32][C:16]([CH2:17][O:18][C:19]3[C:23]([CH:24]=O)=[CH:22][N:21]([C:26]4[CH:31]=[CH:30][CH:29]=[CH:28][CH:27]=4)[N:20]=3)=[CH:15][C:14]=2[O:34][CH3:35])[N:10]=1.[CH2:37]([P:48](=[O:57])([O:53][CH:54]([CH3:56])[CH3:55])[O:49][CH:50]([CH3:52])[CH3:51])P(=O)(OC(C)C)OC(C)C.CN(C)C=O.[H-].[Na+], predict the reaction product. The product is: [O:1]1[CH:5]=[CH:4][CH:3]=[C:2]1[C:6]1[O:7][C:8]([CH3:36])=[C:9]([CH2:11][O:12][C:13]2[CH:33]=[CH:32][C:16]([CH2:17][O:18][C:19]3[C:23](/[CH:24]=[CH:37]/[P:48](=[O:57])([O:49][CH:50]([CH3:51])[CH3:52])[O:53][CH:54]([CH3:55])[CH3:56])=[CH:22][N:21]([C:26]4[CH:27]=[CH:28][CH:29]=[CH:30][CH:31]=4)[N:20]=3)=[CH:15][C:14]=2[O:34][CH3:35])[N:10]=1. (3) Given the reactants [C:1]([C:3]1[CH:4]=[C:5]([CH:25]=[CH:26][CH:27]=1)[C:6]([NH:8][C:9]1[CH:10]=[C:11]2[C:17]([CH:18]3[CH2:23][CH2:22][NH:21][CH2:20][CH2:19]3)=[CH:16][N:15]([CH3:24])[C:12]2=[N:13][CH:14]=1)=[O:7])#[N:2].[CH:28]1([C:33](Cl)=[O:34])[CH2:32][CH2:31][CH2:30][CH2:29]1.C(N(CC)CC)C, predict the reaction product. The product is: [C:1]([C:3]1[CH:4]=[C:5]([CH:25]=[CH:26][CH:27]=1)[C:6]([NH:8][C:9]1[CH:10]=[C:11]2[C:17]([CH:18]3[CH2:19][CH2:20][N:21]([C:33]([CH:28]4[CH2:32][CH2:31][CH2:30][CH2:29]4)=[O:34])[CH2:22][CH2:23]3)=[CH:16][N:15]([CH3:24])[C:12]2=[N:13][CH:14]=1)=[O:7])#[N:2]. (4) Given the reactants [NH2:1][C:2]1[N:6]=[CH:5][NH:4][N:3]=1.[Cl:7][C:8]1[CH:9]=[C:10]([CH:13]=[CH:14][CH:15]=1)[CH2:11]Cl, predict the reaction product. The product is: [Cl:7][C:8]1[CH:9]=[C:10]([CH:13]=[CH:14][CH:15]=1)[CH2:11][N:4]1[CH:5]=[N:6][C:2]([NH2:1])=[N:3]1. (5) Given the reactants [CH:1]1([CH2:4][N:5]([CH2:15][CH2:16][CH3:17])[C:6]2[N:11]=[CH:10][N:9]=[C:8]([C:12]([OH:14])=O)[CH:7]=2)[CH2:3][CH2:2]1.[CH3:18][S:19]([C:22]1[CH:28]=[CH:27][C:25]([NH2:26])=[CH:24][CH:23]=1)(=[O:21])=[O:20], predict the reaction product. The product is: [CH:1]1([CH2:4][N:5]([CH2:15][CH2:16][CH3:17])[C:6]2[N:11]=[CH:10][N:9]=[C:8]([C:12]([NH:26][C:25]3[CH:24]=[CH:23][C:22]([S:19]([CH3:18])(=[O:21])=[O:20])=[CH:28][CH:27]=3)=[O:14])[CH:7]=2)[CH2:2][CH2:3]1. (6) Given the reactants C([N:4]1[CH2:9][CH:8]=[C:7]([C:10]2[CH:19]=[C:18]3[C:13]([C:14](=[O:27])[C:15]4[C:25](=[O:26])[NH:24][S:23][C:16]=4[N:17]3[CH:20]3[CH2:22][CH2:21]3)=[CH:12][C:11]=2[F:28])[CH2:6][CH2:5]1)(=O)C, predict the reaction product. The product is: [NH:4]1[CH2:5][CH:6]=[C:7]([C:10]2[CH:19]=[C:18]3[C:13]([C:14](=[O:27])[C:15]4[C:25](=[O:26])[NH:24][S:23][C:16]=4[N:17]3[CH:20]3[CH2:22][CH2:21]3)=[CH:12][C:11]=2[F:28])[CH2:8][CH2:9]1. (7) The product is: [O:12]1[CH2:13][CH2:14][N:9]([C:2]2[CH:7]=[CH:6][N:5]=[C:4]([NH2:8])[CH:3]=2)[CH2:10][CH2:11]1. Given the reactants Cl[C:2]1[CH:7]=[CH:6][N:5]=[C:4]([NH2:8])[CH:3]=1.[NH:9]1[CH2:14][CH2:13][O:12][CH2:11][CH2:10]1, predict the reaction product. (8) Given the reactants [CH2:1]([N:7]1[C:15]2[C:10](=[CH:11][CH:12]=[CH:13][CH:14]=2)[CH:9]=[CH:8]1)[CH2:2][CH2:3][CH2:4][CH2:5][CH3:6].[Cl-].C[Al+]C.[CH3:20][O:21][C:22](=[O:29])[CH2:23][CH2:24][CH2:25][C:26](Cl)=[O:27].[Cl-].[NH4+], predict the reaction product. The product is: [CH3:20][O:21][C:22](=[O:29])[CH2:23][CH2:24][CH2:25][C:26]([C:9]1[C:10]2[C:15](=[CH:14][CH:13]=[CH:12][CH:11]=2)[N:7]([CH2:1][CH2:2][CH2:3][CH2:4][CH2:5][CH3:6])[CH:8]=1)=[O:27]. (9) Given the reactants [OH:1][C:2]1[CH:3]=[C:4]2[C:9](=[CH:10][CH:11]=1)[C:8]([C:12]([OH:14])=[O:13])=[CH:7][CH:6]=[CH:5]2.[Cl:15][C:16]1[N:21]=[C:20](Cl)[CH:19]=[CH:18][N:17]=1.O.Cl, predict the reaction product. The product is: [Cl:15][C:16]1[N:21]=[C:20]([O:1][C:2]2[CH:3]=[C:4]3[C:9](=[CH:10][CH:11]=2)[C:8]([C:12]([OH:14])=[O:13])=[CH:7][CH:6]=[CH:5]3)[CH:19]=[CH:18][N:17]=1.